From a dataset of Blood-brain barrier permeability classification from the B3DB database. Regression/Classification. Given a drug SMILES string, predict its absorption, distribution, metabolism, or excretion properties. Task type varies by dataset: regression for continuous measurements (e.g., permeability, clearance, half-life) or binary classification for categorical outcomes (e.g., BBB penetration, CYP inhibition). Dataset: b3db_classification. (1) The molecule is O=C1CC2(CCCC2)CC(=O)N1CCCCN1CCN(c2ncccn2)CC1. The result is 1 (penetrates BBB). (2) The drug is Cc1cccc(N(C)C(=S)Oc2ccc3ccccc3c2)c1. The result is 0 (does not penetrate BBB).